From a dataset of Human Reference Interactome with 51,813 positive PPI pairs across 8,248 proteins, plus equal number of experimentally-validated negative pairs. Binary Classification. Given two protein amino acid sequences, predict whether they physically interact or not. (1) Protein 1 (ENSG00000142867) has sequence MEPTAPSLTEEDLTEVKKDALENLRVYLCEKIIAERHFDHLRAKKILSREDTEEISCRTSSRKRAGKLLDYLQENPKGLDTLVESIRREKTQNFLIQKITDEVLKLRNIKLEHLKDGATNNLSRSNSDESNFSEKLRASTVMYHPEGESSTTPFFSTNSSLNLPVLEVGRTENTIFSSTTLPRPGDPGAPPLPPDLQLEEEGTCANSSEMFLPLRSRTVSRQ*MEPTAPSLTEEDLTEVKKDVSNAAVPRAGGGGLQPSGRRKRKPGVRGQGGSSRSEERKVLAQEDCGEPCIRGTLVAV.... Protein 2 (ENSG00000164466) has sequence MSGELPPNINIKEPRWDQSTFIGRANHFFTVTDPRNILLTNEQLESARKIVHDYRQGIVPPGLTENELWRAKYIYDSAFHPDTGEKMILIGRMSAQVPMNMTITGCMMTFYRTTPAVLFWQWINQSFNAVVNYTNRSGDAPLTVNELGTAYVSATTGAVATALGLNALTKHVSPLIGRFVPFAAVAAANCINIPLMRQRELKVGIPVTDENGNRLGESANAAKQAITQVVVSRILMAAPGMAIPPFIMNTLEKKAFLKRFPWMSAPIQVGLVGFCLVFATPLCCALFPQKSSMSVTSLEA.... Result: 0 (the proteins do not interact). (2) Protein 1 (ENSG00000147454) has sequence MELRSGSVGSQAVARRMDGDSRDGGGGKDATGSEDYENLPTSASVSTHMTAGAMAGILEHSVMYPVDSVKTRMQSLSPDPKAQYTSIYGALKKIMRTEGFWRPLRGVNVMIMGAGPAHAMYFACYENMKRTLNDVFHHQGNSHLANGILKAFVWS*MELRSGSVGSQAVARRMDGDSRDGGGGKDATGSEDYENLPTSASVSTHMTAGAMAGILEHSVMYPVDSVKTRMQSLSPDPKAQYTSIYGALKKIMRTEGFWRPLRGVNVMIMGAGPAHAMYFACYENMKRTLNDVFHHQGNSHL.... Protein 2 (ENSG00000188393) has sequence MINPELRDGRADGFIHRIVPKLIQNWKIGLMCFLSIIITTVCIIMIATWSKHAKPVACSGDWLGVRDKCFYFSDDTRNWTASKIFCSLQKAELAQIDTQEDMEFLKRYAGTDMHWIGLSRKQGDSWKWTNGTTFNGWPSNSKWSCNWSLRQWLLLLGPLR*MINPELRDGRADGFIHRIVPKLIQNWKIGLMCFLSIIITTVCIIMIATWSKHAKPVACSGDWLGVRDKCFYFSDDTRNWTASKIFCSLQKAELAQIDTQEDMEFLKRYAGTDMHWIGLSRKQGDSWKWTNGTTFNGWFE.... Result: 0 (the proteins do not interact). (3) Protein 1 (ENSG00000156603) has sequence MENFTALFGAQADPPPPPTALGFGPGKPPPPPPPPAGGGPGTAPPPTAATAPPGADKSGAGCGPFYLMRELPGSTELTGSTNLITHYNLEQAYNKFCGKKVKEKLSNFLPDLPGMIDLPGSHDNSSLRSLIEKPPILSSSFNPITGTMLAGFRLHTGPLPEQCRLMHIQPPKKKNKHKHKQSRTQDPVPPGKPS*MENFTALFGAQADPPPPPTALGFGPGKPPPPPPPPAGGGPGTAPPPTAATAPPGADKSGAGCGPFYLMRELPGSTELTGSTNLITHYNLEQAYNKFCGKKVKEKL.... Protein 2 (ENSG00000127903) has sequence MEGLLSVALQGAELEGNWKHEGQVEDLQENQESCPEPEAVACKGDPAGDSMQERDEFSRIPRTISSPAATQASVPDDSSSRRCSAPGESPKERHPDSRQRERGGGPKKPWKCGDCGKAFSYCSAFILHQRIHTGEKPFACPECGKAFSQSVHLTLHQRTHTGEKPYACHECGKAFSQGSYLASHWRTHTGEKPHRCADCGKAFTRVTHLTQHRRVHTGERPYACAQCAKAFRNRSSLIEHQRIHTGEKPYECSACAKAFRFSSALIRHQRIHTEEKPYRCGQCAKAFAQIAHLTQHRRVH.... Result: 0 (the proteins do not interact). (4) Protein 1 (ENSG00000235568) has sequence MENQPVRWRALPGLPRPPGLPAAPWLLLGVLLLPGTLRLAGGQSVTHTGLPIMASLANTAISFSCRITYPYTPQFKVFTVSYFHEDLQGQRSPKKPTNCHPGLGTENQSHTLDCQVTLVLPGASATGTYYCSVHWPHSTVRGSGTFILVRDAGYREPPQSPQKLLLFGFTGLLSVLSVVGTALLLWNKKRMRGPGKDPTRKCPDPRSASSPKQHPSESVYTALQRRETEVYACIENEDGSSPTAKQSPLSQERPHRFEDDGELNLVYENL*MENQPVRWRALPGLPRPPGLPAAPWLLLG.... Protein 2 (ENSG00000162623) has sequence MDRSAEFRKWKAQCLSKADLSRKGSVDEDVVELVQFLNMRDQFFTTSSCAGRILLLDRGINGFEVQKQNCCWLLVTHKLCVKDDVIVALKKANGDATLKFEPFVLHVQCRQLQDAQILHSMAIDSGFRNSGITVGKRGKTMLAVRSTHGLEVPLSHKGKLMVTEEYIDFLLNVANQKMEENKKRIERFYNCLQHALERETMTNLHPKIKEKNNSSYIHKKKRNPEKTRAQCITKESDEELENDDDDDLGINVTIFPEDY*MDRSAEFRKWKAQCLSKADLSRKGSVDEDVVELVQFLNMR.... Result: 0 (the proteins do not interact). (5) Protein 1 (ENSG00000104872) has sequence MANPKLLGMGLSEAEAIGADSARFEELLLQASKELQQAQTTRPESTQIQPQPGFCIKTNSSEGKVFINICHSPSIPPPADVTEEELLQMLEEDQAGFRIPMSLGEPHAELDAKGQGCTAYDVAVNSDFYRRMQNSDFLRELVITIAREGLEDKYNLQLNPEWRMMKNRPFMGSISQQNIRSEQRPRIQELGDLYTPAPGRAESGPEKPHLNLWLEAPDLLLAEVDLPKLDGALGLSLEIGENRLVMGGPQQLYHLDAYIPLQINSHESKAAFHRKRKQLMVAMPLLPVPS*MANPKLLGM.... Protein 2 (ENSG00000187583) has sequence MGNSHCVPQAPRRLRASFSRKPSLKGNREDSARMSAGLPGPEAARSGDAAANKLFHYIPGTDILDLENQRENLEQPFLSVFKKGRRRVPVRNLGKVVHYAKVQLRFQHSQDVSDCYLELFPAHLYFQAHGSEGLTFQGLLPLTELSVCPLEGSREHAFQITGVWDASRAPRGTPDPGLGEGPALWLRSTCVYVCALSALPAGPLPAPLLVLCPSRAELDRWLYHLEKQTALLGGPRRCHSAPPQGSCGDELPWTLQRRLTRLRTASGHEPGGSAVCASRVKLQHLPAQEQWDRLLVLYPT.... Result: 1 (the proteins interact). (6) Protein 1 (ENSG00000177294) has sequence MDEESELIQPQDQSCWAFLPDLCLCRVFWWLGDRDRSRAALVCRKWNQMMYSAELWRYRTITFSGRPSRVHASEVESAVWYVKKFGRYLEHLEVKFMNPYNAVLTKKFQVTMRGLLSCLSKSNNRLKSLSIQYLELDRLVWRNSIRSSFISSLSFFLKKMGKRLDYLNLKGARLTVEQGCQILDSLSYMRNENVISELNIEDYFSHHLAVYNSPQFKKTMSTFHNLVSLNLNYNCISDELLENLCENASTLRTINIKCHVHDPHGQVIWGMSWAKLARQATNLKVNFFFERIMKYERLAR.... Protein 2 (ENSG00000137960) has sequence MPLKLRGKKKAKSKETAGLVEGEPTGAGGGSLSASRAPARRLVFHAQLAHGSATGRVEGFSSIQELYAQIAGAFEISPSEILYCTLNTPKIDMERLLGGQLGLEDFIFAHVKGIEKEVNVYKSEDSLGLTITDNGVGYAFIKRIKDGGVIDSVKTICVGDHIESINGENIVGWRHYDVAKKLKELKKEELFTMKLIEPKKAFEIELRSKAGKSSGEKIGCGRATLRLRSKGPATVEEMPSETKAKAIEKIDDVLELYMGIRDIDLATTMFEAGKDKVNPDEFAVALDETLGDFAFPDEFV.... Result: 0 (the proteins do not interact). (7) Protein 1 (ENSG00000164970) has sequence MMEEIDRFQVPTAHSEMQPLDPAAASISDGDCDAREEKQRELARKGSLKNGSMGSPVNQQPKKNNVMARTRLVVPNKGYSSLDQSPDEKPLVALDTDSDDDFDMSRYSSSGYSSAEQINQDLNIQLLKDGYRLDEIPDDEDLDLIPPKSVNPTCMCCQATSSTACHIQ*MEEIDRFQDPAAASISDGDCDAREEKQRELARKGSLKNGSMGSPVNQQPKKNNVMARTRLVVPNKGYSSLDQSPDEKPLVALDTDSDDDFDMSRYSSSGYSSAEQINQDLNIQLLKDGYRLDEIPDDEDLD.... Protein 2 (ENSG00000256977) has sequence MAFSGRARPCIIPENEEIPRAALNTVHEANGTEDERAVSKLQRRHSDVKVYKEFCDFYAKFNMANALASATCERCKGGFAPAETIVNSNGELYHEQCFVCAQCFQQFPEGLFYEERT*MAFSGRARPCIIPENEEIPRAALNTVHEANGTEDERAVSKLQRRHSDVKVYKEFCDFYAKFNMANALASATCERCKGGFAPAETIVNSNGELYHEQCFVCAQCFQQFPEGLFYEFEGRKYCEHDFQMLFAPCCHQCGEFIIGRVIKAMNNSWHPECFRCDLCQEVLADIGFVKNAGRHLCRP.... Result: 1 (the proteins interact).